Dataset: Full USPTO retrosynthesis dataset with 1.9M reactions from patents (1976-2016). Task: Predict the reactants needed to synthesize the given product. (1) Given the product [F:10][C:11]1[CH:12]=[C:13]([CH:14]2[C:2]([C:1]([O:7][CH2:8][CH3:9])=[O:6])=[C:3]([CH3:5])[NH:19][C:3]([CH3:5])=[C:2]2[C:1]([O:7][CH2:8][CH3:9])=[O:20])[CH:16]=[CH:17][CH:18]=1, predict the reactants needed to synthesize it. The reactants are: [C:1]([O:7][CH2:8][CH3:9])(=[O:6])[CH2:2][C:3]([CH3:5])=O.[F:10][C:11]1[CH:12]=[C:13]([CH:16]=[CH:17][CH:18]=1)[CH:14]=O.[NH4+:19].[OH-:20]. (2) The reactants are: OP(O)(O)=O.[Br:6][C:7]1[CH:12]=[CH:11][C:10]([C:13](O)([CH3:15])[CH3:14])=[C:9]([NH:17][C:18]2[CH:23]=[CH:22][CH:21]=[CH:20][CH:19]=2)[CH:8]=1. Given the product [Br:6][C:7]1[CH:12]=[CH:11][C:10]2[C:13]([CH3:15])([CH3:14])[C:23]3[C:18]([NH:17][C:9]=2[CH:8]=1)=[CH:19][CH:20]=[CH:21][CH:22]=3, predict the reactants needed to synthesize it. (3) Given the product [CH3:1][C:2]1[CH:3]=[C:4]2[C:8](=[CH:9][C:10]=1[CH3:11])[C:7](=[O:12])[N:6]([C:13]1[CH:14]=[N:15][CH:16]=[CH:17][CH:18]=1)[CH:5]2[CH2:19][C:20]([O:22][CH2:23][CH2:24][CH3:25])=[O:21], predict the reactants needed to synthesize it. The reactants are: [CH3:1][C:2]1[CH:3]=[C:4]2[C:8](=[CH:9][C:10]=1[CH3:11])[C:7](=[O:12])[N:6]([C:13]1[CH:14]=[N:15][CH:16]=[CH:17][CH:18]=1)[CH:5]2[CH2:19][C:20]([OH:22])=[O:21].[CH2:23](O)[CH2:24][CH3:25].Cl.C(N=C=NCCCN(C)C)C. (4) The reactants are: C([N:8]1[CH2:13][CH2:12][N:11]([C:14]2[CH:21]=[CH:20][C:17]([C:18]#[N:19])=[C:16]([Cl:22])[CH:15]=2)[C:10]([CH3:24])([CH3:23])[CH2:9]1)C1C=CC=CC=1.ClC(OC(Cl)C)=O. Given the product [Cl:22][C:16]1[CH:15]=[C:14]([N:11]2[CH2:12][CH2:13][NH:8][CH2:9][C:10]2([CH3:24])[CH3:23])[CH:21]=[CH:20][C:17]=1[C:18]#[N:19], predict the reactants needed to synthesize it. (5) Given the product [N:1]1[CH:6]=[CH:5][CH:4]=[C:3]([C:7]2[N:11]=[C:10]([C:12]3[CH:13]=[C:14]([CH:18]([OH:20])[CH3:19])[CH:15]=[CH:16][CH:17]=3)[O:9][N:8]=2)[CH:2]=1, predict the reactants needed to synthesize it. The reactants are: [N:1]1[CH:6]=[CH:5][CH:4]=[C:3]([C:7]2[N:11]=[C:10]([C:12]3[CH:13]=[C:14]([C:18](=[O:20])[CH3:19])[CH:15]=[CH:16][CH:17]=3)[O:9][N:8]=2)[CH:2]=1.[BH4-].[Na+]. (6) The reactants are: [C:1]([C:3]1[CH:8]=[CH:7][C:6](Br)=[CH:5][C:4]=1[F:10])#[N:2].[CH3:11][C:12]1([CH3:26])[C:17]2[CH:18]=[C:19](B(O)O)[CH:20]=[CH:21][C:16]=2[NH:15][C:14](=[O:25])[O:13]1.C(=O)([O-])[O-].[Na+].[Na+].[OH-].[Na+]. Given the product [C:1]([C:3]1[CH:8]=[CH:7][C:6]([C:19]2[CH:20]=[CH:21][C:16]3[NH:15][C:14](=[O:25])[O:13][C:12]([CH3:26])([CH3:11])[C:17]=3[CH:18]=2)=[CH:5][C:4]=1[F:10])#[N:2], predict the reactants needed to synthesize it. (7) Given the product [CH:1]([C:4]1[N:5]=[C:6]([N:18]2[CH2:19][CH2:20][NH:21][CH2:22][CH2:23]2)[N:7]=[C:8]([NH:10][C:11]2[CH:12]=[CH:13][C:14]([CH3:17])=[CH:15][CH:16]=2)[CH:9]=1)([CH3:3])[CH3:2], predict the reactants needed to synthesize it. The reactants are: [CH:1]([C:4]1[CH:9]=[C:8]([NH:10][C:11]2[CH:16]=[CH:15][C:14]([CH3:17])=[CH:13][CH:12]=2)[N:7]=[C:6]([N:18]2[CH2:23][CH2:22][N:21](C(OC(C)(C)C)=O)[CH2:20][CH2:19]2)[N:5]=1)([CH3:3])[CH3:2].Cl.O1CCOCC1.C([O-])(O)=O.[Na+]. (8) Given the product [CH3:48][N:46]([CH2:45][C:39]1[CH:40]=[C:41]([OH:44])[CH:42]=[CH:43][C:38]=1[C:34]1[CH:35]=[CH:36][CH:37]=[C:32]([N:22]2[C:23]3[N:30]=[CH:29][C:28]([F:31])=[CH:27][C:24]=3[C:25](=[O:26])[N:20]([C@H:17]3[CH2:18][CH2:19][C@@H:14]([NH:13][CH2:11][C:9]4[N:10]=[C:5]5[CH:4]=[CH:3][C:2]([F:1])=[CH:7][N:6]5[CH:8]=4)[CH2:15][CH2:16]3)[C:21]2=[O:49])[CH:33]=1)[CH3:47], predict the reactants needed to synthesize it. The reactants are: [F:1][C:2]1[CH:3]=[CH:4][C:5]2[N:6]([CH:8]=[C:9]([CH:11]=O)[N:10]=2)[CH:7]=1.[NH2:13][C@@H:14]1[CH2:19][CH2:18][C@H:17]([N:20]2[C:25](=[O:26])[C:24]3[CH:27]=[C:28]([F:31])[CH:29]=[N:30][C:23]=3[N:22]([C:32]3[CH:33]=[C:34]([C:38]4[CH:43]=[CH:42][C:41]([OH:44])=[CH:40][C:39]=4[CH2:45][N:46]([CH3:48])[CH3:47])[CH:35]=[CH:36][CH:37]=3)[C:21]2=[O:49])[CH2:16][CH2:15]1.C(O)(=O)C.C(O[BH-](OC(=O)C)OC(=O)C)(=O)C.[Na+]. (9) Given the product [OH:17][NH:16][C:7](=[NH:8])[CH2:6][N:1]1[CH:5]=[N:4][CH:3]=[N:2]1, predict the reactants needed to synthesize it. The reactants are: [N:1]1([CH2:6][C:7]#[N:8])[CH:5]=[N:4][CH:3]=[N:2]1.C(=O)([O-])[O-].[Na+].[Na+].Cl.[NH2:16][OH:17]. (10) Given the product [C:1]([O:5][C:6](=[O:7])[NH:8][C@@H:9]([CH2:10][NH:11][C:12]1[C:17]([F:18])=[CH:16][N:15]=[C:14]([C:19]2[CH:20]=[C:21]([C:41]3[CH:40]=[N:39][N:38]([CH3:37])[CH:42]=3)[CH:22]=[CH:23][C:24]=2[O:25][CH3:26])[N:13]=1)[CH2:35][CH3:36])([CH3:3])([CH3:4])[CH3:2], predict the reactants needed to synthesize it. The reactants are: [C:1]([O:5][C:6]([NH:8][C@H:9]([CH2:35][CH3:36])[CH2:10][NH:11][C:12]1[C:17]([F:18])=[CH:16][N:15]=[C:14]([C:19]2[CH:20]=[C:21](OS(C(F)(F)F)(=O)=O)[CH:22]=[CH:23][C:24]=2[O:25][CH3:26])[N:13]=1)=[O:7])([CH3:4])([CH3:3])[CH3:2].[CH3:37][N:38]1[CH:42]=[C:41](B2OC(C)(C)C(C)(C)O2)[CH:40]=[N:39]1.P([O-])([O-])([O-])=O.[K+].[K+].[K+].CC(N(C)C)=O.